Task: Predict the reactants needed to synthesize the given product.. Dataset: Full USPTO retrosynthesis dataset with 1.9M reactions from patents (1976-2016) The reactants are: Br[CH2:2][CH2:3][N:4]1[C:8]([CH2:9]Br)=[CH:7][C:6]([N+:11]([O-:13])=[O:12])=[N:5]1.[CH3:14][NH2:15]. Given the product [CH3:14][N:15]1[CH2:2][CH2:3][N:4]2[N:5]=[C:6]([N+:11]([O-:13])=[O:12])[CH:7]=[C:8]2[CH2:9]1, predict the reactants needed to synthesize it.